This data is from Catalyst prediction with 721,799 reactions and 888 catalyst types from USPTO. The task is: Predict which catalyst facilitates the given reaction. Reactant: [CH2:1]([OH:17])[CH2:2]CCCCCCCCCCCCCC.C(N=C=O)CCCCC[N:24]=[C:25]=[O:26].C1C=C(CN=C=O)C=C(CN=C=O)C=1.[C:44]([O-:57])(=[O:56])[CH2:45][CH2:46]CCCCCCCCC.C([Sn+2]CCCC)CCC.[C:44]([O-:57])(=[O:56])[CH2:45][CH2:46]CCCCCCCCC.COC1C=CC(O)=CC=1. Product: [C:44]([OH:57])(=[O:56])[CH:45]=[CH2:46].[NH2:24][C:25]([O:17][CH2:1][CH3:2])=[O:26]. The catalyst class is: 11.